From a dataset of Forward reaction prediction with 1.9M reactions from USPTO patents (1976-2016). Predict the product of the given reaction. (1) Given the reactants [CH2:1]([O:8][C@H:9]([C@@H:11]([NH:14][NH:15][CH:16]=O)[CH2:12][CH3:13])[CH3:10])[C:2]1[CH:7]=[CH:6][CH:5]=[CH:4][CH:3]=1.O1CCOCC1.[OH:24][C:25]1[CH:30]=[CH:29][C:28]([N:31]2[CH2:36][CH2:35][N:34]([C:37]3[CH:42]=[CH:41][C:40]([NH:43][C:44](=O)[O:45]C4C=CC=CC=4)=[CH:39][CH:38]=3)[CH2:33][CH2:32]2)=[CH:27][CH:26]=1.C(N(CC)CC)C, predict the reaction product. The product is: [CH2:1]([O:8][C@H:9]([C@@H:11]([N:14]1[C:44](=[O:45])[N:43]([C:40]2[CH:39]=[CH:38][C:37]([N:34]3[CH2:33][CH2:32][N:31]([C:28]4[CH:29]=[CH:30][C:25]([OH:24])=[CH:26][CH:27]=4)[CH2:36][CH2:35]3)=[CH:42][CH:41]=2)[CH:16]=[N:15]1)[CH2:12][CH3:13])[CH3:10])[C:2]1[CH:3]=[CH:4][CH:5]=[CH:6][CH:7]=1. (2) Given the reactants [F:1][C:2]1[CH:7]=[CH:6][CH:5]=[CH:4][C:3]=1[C:8](=O)[CH2:9][C:10]([O:12]CC)=O.Cl.[F:17][C:18]1[CH:23]=[CH:22][CH:21]=[CH:20][C:19]=1[NH:24][NH2:25], predict the reaction product. The product is: [F:17][C:18]1[CH:23]=[CH:22][CH:21]=[CH:20][C:19]=1[N:24]1[C:10](=[O:12])[CH2:9][C:8]([C:3]2[CH:4]=[CH:5][CH:6]=[CH:7][C:2]=2[F:1])=[N:25]1. (3) Given the reactants [C:1]1(C)C=CC=CC=1.C1(C)C=CC(S([O-])(=O)=O)=CC=1.[NH+]1C=CC=CC=1.C([O:28][CH2:29][CH2:30][CH:31]1[CH2:35][CH2:34][CH2:33][C:32]1=[O:36])(=O)C, predict the reaction product. The product is: [CH3:1][O:36][C:32]12[CH2:33][CH2:34][CH2:35][CH:31]1[CH2:30][CH2:29][O:28]2. (4) Given the reactants I([O-])(=O)(=O)=[O:2].[Na+].[OH:7][CH2:8][C@@H:9]1[CH2:15][CH2:14][C@@H:13]2[C@@H:11]([CH2:12]2)[N:10]1[C:16]([O:18][C:19]([CH3:22])([CH3:21])[CH3:20])=[O:17].CCCCCC, predict the reaction product. The product is: [C:19]([O:18][C:16]([N:10]1[C@H:9]([C:8]([OH:2])=[O:7])[CH2:15][CH2:14][C@@H:13]2[C@H:11]1[CH2:12]2)=[O:17])([CH3:22])([CH3:21])[CH3:20]. (5) Given the reactants [C:1]1(/[CH:9]=[CH:10]/[C:11]2[CH:17]=[CH:16][C:14]([OH:15])=[CH:13][CH:12]=2)[CH:8]=[C:6]([OH:7])[CH:5]=[C:3]([OH:4])[CH:2]=1.C1C(/C=C/C2C=C(O[C@@H]3O[C@H](CO)[C@@H](O)[C@H](O)[C@H]3O)C=C(O)C=2)=CC=C(O)C=1, predict the reaction product. The product is: [C:1]1([CH:9]=[CH:10][C:11]2[CH:17]=[CH:16][C:14]([OH:15])=[CH:13][CH:12]=2)[CH:8]=[C:6]([OH:7])[CH:5]=[C:3]([OH:4])[CH:2]=1. (6) Given the reactants [Cl:1][C:2]1[C:7]([N+:8]([O-:10])=[O:9])=[CH:6][CH:5]=[C:4]([Cl:11])[C:3]=1[CH2:12][C:13]([NH:15][C:16]1[CH:21]=[CH:20][CH:19]=[CH:18][C:17]=1[CH:22]=O)=[O:14].C([O-])([O-])=O.[Na+].[Na+], predict the reaction product. The product is: [Cl:1][C:2]1[C:7]([N+:8]([O-:10])=[O:9])=[CH:6][CH:5]=[C:4]([Cl:11])[C:3]=1[C:12]1[C:13](=[O:14])[NH:15][C:16]2[C:17]([CH:22]=1)=[CH:18][CH:19]=[CH:20][CH:21]=2. (7) Given the reactants [OH:1][CH2:2][C:3]([CH3:22])([CH3:21])[CH2:4][CH2:5][CH2:6][CH2:7][CH2:8][C:9](=[O:20])[CH2:10][CH2:11][CH2:12][CH2:13][CH2:14][C:15]([CH3:19])([CH3:18])[CH2:16][OH:17].C[C:24]1[CH:29]=[CH:28][C:27](S(C[N+]#[C-])(=O)=O)=[CH:26]C=1.[H-].[Na+].Cl, predict the reaction product. The product is: [OH:17][CH2:16][C:15]([CH3:18])([C:19]1[CH:26]=[CH:27][CH:28]=[CH:29][CH:24]=1)[CH2:14][CH2:13][CH2:12][CH2:11][CH2:10][C:9](=[O:20])[CH2:8][CH2:7][CH2:6][CH2:5][CH2:4][C:3]([CH3:22])([C:21]1[CH:6]=[CH:5][CH:4]=[CH:3][CH:2]=1)[CH2:2][OH:1]. (8) Given the reactants [CH2:1]([NH:4][C:5](=[O:25])[CH2:6][CH2:7][CH2:8][N:9]1[C:21]2[C:20]3[CH:19]=[CH:18][CH:17]=[CH:16][C:15]=3[N:14]=[CH:13][C:12]=2[N:11]=[C:10]1[CH2:22][CH2:23][CH3:24])[CH2:2][CH3:3].C1C=C(Cl)C=C(C(OO)=O)C=1.[OH-].[NH4+:38].C1(C)C=CC(S(Cl)(=O)=O)=CC=1, predict the reaction product. The product is: [NH2:38][C:13]1[C:12]2[N:11]=[C:10]([CH2:22][CH2:23][CH3:24])[N:9]([CH2:8][CH2:7][CH2:6][C:5]([NH:4][CH2:1][CH2:2][CH3:3])=[O:25])[C:21]=2[C:20]2[CH:19]=[CH:18][CH:17]=[CH:16][C:15]=2[N:14]=1. (9) Given the reactants [F:1][C:2]([F:24])([F:23])[C:3]1[CH:4]=[C:5]([C:13]2[N:17]=[CH:16][N:15](/[CH:18]=[CH:19]\[C:20](O)=[O:21])[N:14]=2)[CH:6]=[C:7]([C:9]([F:12])([F:11])[F:10])[CH:8]=1.[NH:25]([C:27]1[CH:32]=[N:31][CH:30]=[CH:29][N:28]=1)[NH2:26].C(P1(=O)OP(CCC)(=O)OP(CCC)(=O)O1)CC.CCN(C(C)C)C(C)C, predict the reaction product. The product is: [F:1][C:2]([F:24])([F:23])[C:3]1[CH:4]=[C:5]([C:13]2[N:17]=[CH:16][N:15](/[CH:18]=[CH:19]\[C:20]([NH:26][NH:25][C:27]3[CH:32]=[N:31][CH:30]=[CH:29][N:28]=3)=[O:21])[N:14]=2)[CH:6]=[C:7]([C:9]([F:11])([F:12])[F:10])[CH:8]=1.